From a dataset of NCI-60 drug combinations with 297,098 pairs across 59 cell lines. Regression. Given two drug SMILES strings and cell line genomic features, predict the synergy score measuring deviation from expected non-interaction effect. (1) Drug 1: C1=CC(=C2C(=C1NCCNCCO)C(=O)C3=C(C=CC(=C3C2=O)O)O)NCCNCCO. Drug 2: CCC1=C2CN3C(=CC4=C(C3=O)COC(=O)C4(CC)O)C2=NC5=C1C=C(C=C5)O. Cell line: T-47D. Synergy scores: CSS=38.8, Synergy_ZIP=-10.7, Synergy_Bliss=-7.91, Synergy_Loewe=-4.12, Synergy_HSA=-1.88. (2) Drug 1: CCN(CC)CCNC(=O)C1=C(NC(=C1C)C=C2C3=C(C=CC(=C3)F)NC2=O)C. Drug 2: CNC(=O)C1=NC=CC(=C1)OC2=CC=C(C=C2)NC(=O)NC3=CC(=C(C=C3)Cl)C(F)(F)F. Cell line: MDA-MB-231. Synergy scores: CSS=-2.61, Synergy_ZIP=4.14, Synergy_Bliss=3.01, Synergy_Loewe=0.825, Synergy_HSA=-1.76. (3) Drug 2: C(=O)(N)NO. Drug 1: CCC(=C(C1=CC=CC=C1)C2=CC=C(C=C2)OCCN(C)C)C3=CC=CC=C3.C(C(=O)O)C(CC(=O)O)(C(=O)O)O. Cell line: SK-OV-3. Synergy scores: CSS=1.10, Synergy_ZIP=2.78, Synergy_Bliss=5.94, Synergy_Loewe=2.63, Synergy_HSA=2.34. (4) Drug 1: CCN(CC)CCNC(=O)C1=C(NC(=C1C)C=C2C3=C(C=CC(=C3)F)NC2=O)C. Drug 2: C(CCl)NC(=O)N(CCCl)N=O. Cell line: SNB-19. Synergy scores: CSS=6.16, Synergy_ZIP=-5.62, Synergy_Bliss=-6.82, Synergy_Loewe=-6.80, Synergy_HSA=-6.67. (5) Drug 1: C1CCN(CC1)CCOC2=CC=C(C=C2)C(=O)C3=C(SC4=C3C=CC(=C4)O)C5=CC=C(C=C5)O. Drug 2: CC1CCC2CC(C(=CC=CC=CC(CC(C(=O)C(C(C(=CC(C(=O)CC(OC(=O)C3CCCCN3C(=O)C(=O)C1(O2)O)C(C)CC4CCC(C(C4)OC)OCCO)C)C)O)OC)C)C)C)OC. Cell line: UO-31. Synergy scores: CSS=15.4, Synergy_ZIP=-1.24, Synergy_Bliss=-0.475, Synergy_Loewe=-6.22, Synergy_HSA=1.00.